From a dataset of Full USPTO retrosynthesis dataset with 1.9M reactions from patents (1976-2016). Predict the reactants needed to synthesize the given product. (1) The reactants are: [O:1]1[CH2:5][CH2:4][CH:3]([CH2:6][O:7][C:8]2[CH:16]=[CH:15][CH:14]=[C:13]3[C:9]=2[CH:10]=[C:11]([C:17]([OH:19])=O)[NH:12]3)[CH2:2]1.[NH2:20][CH:21]1[CH2:26][CH2:25][C:24]([CH2:28][CH2:29][N:30]2[CH2:35][CH2:34][C@H:33]([OH:36])[C@@H:32]([CH3:37])[CH2:31]2)([OH:27])[CH2:23][CH2:22]1. Given the product [OH:27][C:24]1([CH2:28][CH2:29][N:30]2[CH2:35][CH2:34][C@H:33]([OH:36])[C@@H:32]([CH3:37])[CH2:31]2)[CH2:25][CH2:26][CH:21]([NH:20][C:17]([C:11]2[NH:12][C:13]3[C:9]([CH:10]=2)=[C:8]([O:7][CH2:6][CH:3]2[CH2:4][CH2:5][O:1][CH2:2]2)[CH:16]=[CH:15][CH:14]=3)=[O:19])[CH2:22][CH2:23]1, predict the reactants needed to synthesize it. (2) Given the product [Cl:49][C:25]1[C:26]([NH:28][C:29]2[CH:30]=[CH:31][C:32]([N:40]3[CH2:45][CH2:44][N:43]([CH:46]([CH3:47])[CH3:48])[CH2:42][CH2:41]3)=[C:33]3[C:37]=2[C:36](=[O:38])[N:35]([CH3:39])[CH2:34]3)=[N:27][C:22]([NH:1][C:2]2[C:18]([O:19][CH3:20])=[CH:17][C:5]3[CH2:6][CH2:7][N:8]([CH2:11][C:12]([N:14]([CH3:16])[CH3:15])=[O:13])[CH2:9][CH2:10][C:4]=3[CH:3]=2)=[N:23][CH:24]=1, predict the reactants needed to synthesize it. The reactants are: [NH2:1][C:2]1[C:18]([O:19][CH3:20])=[CH:17][C:5]2[CH2:6][CH2:7][N:8]([CH2:11][C:12]([N:14]([CH3:16])[CH3:15])=[O:13])[CH2:9][CH2:10][C:4]=2[CH:3]=1.Cl[C:22]1[N:27]=[C:26]([NH:28][C:29]2[CH:30]=[CH:31][C:32]([N:40]3[CH2:45][CH2:44][N:43]([CH:46]([CH3:48])[CH3:47])[CH2:42][CH2:41]3)=[C:33]3[C:37]=2[C:36](=[O:38])[N:35]([CH3:39])[CH2:34]3)[C:25]([Cl:49])=[CH:24][N:23]=1. (3) Given the product [CH:1]1([C:4]2[C:5]([N:24]([C:29]3[CH:34]=[CH:33][C:32]([B:35]([OH:36])[OH:39])=[C:31]([F:44])[CH:30]=3)[S:25]([CH3:28])(=[O:26])=[O:27])=[CH:6][C:7]3[O:11][C:10]([C:12]4[CH:17]=[CH:16][C:15]([F:18])=[CH:14][CH:13]=4)=[C:9]([C:19](=[O:20])[NH:21][CH3:22])[C:8]=3[CH:23]=2)[CH2:3][CH2:2]1, predict the reactants needed to synthesize it. The reactants are: [CH:1]1([C:4]2[C:5]([N:24]([C:29]3[CH:34]=[CH:33][C:32]([B:35]4[O:39]C(C)(C)C(C)(C)[O:36]4)=[C:31]([F:44])[CH:30]=3)[S:25]([CH3:28])(=[O:27])=[O:26])=[CH:6][C:7]3[O:11][C:10]([C:12]4[CH:17]=[CH:16][C:15]([F:18])=[CH:14][CH:13]=4)=[C:9]([C:19]([NH:21][CH3:22])=[O:20])[C:8]=3[CH:23]=2)[CH2:3][CH2:2]1.Cl.C1(B(O)O)C=CC=CC=1. (4) Given the product [C:25]([CH2:24][O:15][C:14](=[O:16])[CH2:13][CH2:12][CH2:11][CH2:10][C:3]1[C:4]2[C:9](=[CH:8][CH:7]=[CH:6][CH:5]=2)[NH:1][CH:2]=1)#[N:26], predict the reactants needed to synthesize it. The reactants are: [NH:1]1[C:9]2[C:4](=[CH:5][CH:6]=[CH:7][CH:8]=2)[C:3]([CH2:10][CH2:11][CH2:12][CH2:13][C:14]([OH:16])=[O:15])=[CH:2]1.C(=O)([O-])[O-].[Cs+].[Cs+].Cl[CH2:24][C:25]#[N:26].[I-].[K+]. (5) Given the product [ClH:48].[CH3:17][O:16][C:14](=[O:15])[C@@H:9]([CH3:10])[NH2:8].[CH:39]([N:42]([CH:45]([CH3:47])[CH3:46])[CH2:43][CH3:44])([CH3:41])[CH3:40].[CH3:27][C@@H:26]1[C:1](=[O:3])[N:8]2[CH2:13][CH2:12][NH:42][CH2:10][CH:9]2[C:14](=[O:16])[NH:25]1, predict the reactants needed to synthesize it. The reactants are: [C:1]([N:8]1[CH2:13][CH2:12]O[CH2:10][CH:9]1[C:14]([OH:16])=[O:15])([O:3]C(C)(C)C)=O.[CH3:17]N(C(O[N:25]1N=N[C:27]2C=CC=C[C:26]1=2)=[N+](C)C)C.[B-](F)(F)(F)F.[CH:39]([N:42]([CH:45]([CH3:47])[CH3:46])[CH2:43][CH3:44])([CH3:41])[CH3:40].[Cl:48]CCl. (6) Given the product [NH2:3][C:4]1[CH:5]=[CH:6][C:7]([C:8]([O:10][CH2:11][CH:14]=[C:15]([CH3:16])[CH2:17][CH2:18][CH:19]=[C:20]([CH3:22])[CH3:21])=[O:9])=[CH:12][CH:13]=1, predict the reactants needed to synthesize it. The reactants are: [H-].[Na+].[NH2:3][C:4]1[CH:13]=[CH:12][C:7]([C:8]([O:10][CH3:11])=[O:9])=[CH:6][CH:5]=1.[CH3:14][C:15](=[CH:17][CH2:18][CH2:19]/[C:20](=[CH:22]/CO)/[CH3:21])[CH3:16].CO. (7) Given the product [CH2:11]([O:18][C:19]1[CH:25]=[CH:24][CH:23]=[CH:22][C:20]=1[NH:21][C:4](=[O:6])[C:3]1[CH:7]=[CH:8][N:9]=[CH:10][C:2]=1[F:1])[C:12]1[CH:13]=[CH:14][CH:15]=[CH:16][CH:17]=1, predict the reactants needed to synthesize it. The reactants are: [F:1][C:2]1[CH:10]=[N:9][CH:8]=[CH:7][C:3]=1[C:4]([OH:6])=O.[CH2:11]([O:18][C:19]1[CH:25]=[CH:24][CH:23]=[CH:22][C:20]=1[NH2:21])[C:12]1[CH:17]=[CH:16][CH:15]=[CH:14][CH:13]=1.F[P-](F)(F)(F)(F)F.N1(O[P+](N(C)C)(N(C)C)N(C)C)C2C=CC=CC=2N=N1.O. (8) Given the product [Si:14]([O:13][CH:7]([CH2:8][CH2:9][OH:10])[CH2:6][CH2:5][OH:4])([C:17]([CH3:20])([CH3:19])[CH3:18])([CH3:16])[CH3:15], predict the reactants needed to synthesize it. The reactants are: [BH4-].[Li+].C[O:4][C:5](=O)[CH2:6][CH:7]([O:13][Si:14]([C:17]([CH3:20])([CH3:19])[CH3:18])([CH3:16])[CH3:15])[CH2:8][C:9](OC)=[O:10].[Cl-].[NH4+].